This data is from M1 muscarinic receptor antagonist screen with 61,756 compounds. The task is: Binary Classification. Given a drug SMILES string, predict its activity (active/inactive) in a high-throughput screening assay against a specified biological target. (1) The molecule is S\1C(CSC1=N\C(C)(C)C)(C)\C=N\O. The result is 0 (inactive). (2) The compound is S(c1n2c(n(CCC)c(=O)c3c2cccc3)nn1)Cc1c2c(oc1C(OCC)=O)cccc2. The result is 0 (inactive). (3) The molecule is S(C=1N(C(=O)C23CC4CC(C2)CC(C3)C4)CCN1)Cc1cccnc1. The result is 0 (inactive).